Task: Predict the product of the given reaction.. Dataset: Forward reaction prediction with 1.9M reactions from USPTO patents (1976-2016) The product is: [O:72]1[CH:76]=[N:75][C:74]([C:77]([NH:80][C:45]([C:44]2[CH:48]=[C:40]([C:38]3[CH:39]=[C:34]4[C:33]([C:58]([NH:59][CH3:60])=[O:61])=[C:32]([C:29]5[CH:28]=[CH:27][C:26]([F:25])=[CH:31][CH:30]=5)[O:57][C:35]4=[N:36][C:37]=3[CH2:51][CH2:52][C:53]([F:55])([F:54])[F:56])[CH:41]=[CH:42][C:43]=2[O:49][CH3:50])=[O:47])([CH3:79])[CH3:78])=[N:73]1. Given the reactants CN(C(ON1N=NC2C=CC=NC1=2)=[N+](C)C)C.F[P-](F)(F)(F)(F)F.[F:25][C:26]1[CH:31]=[CH:30][C:29]([C:32]2[O:57][C:35]3=[N:36][C:37]([CH2:51][CH2:52][C:53]([F:56])([F:55])[F:54])=[C:38]([C:40]4[CH:41]=[CH:42][C:43]([O:49][CH3:50])=[C:44]([CH:48]=4)[C:45]([OH:47])=O)[CH:39]=[C:34]3[C:33]=2[C:58](=[O:61])[NH:59][CH3:60])=[CH:28][CH:27]=1.C(N(C(C)C)C(C)C)C.Cl.[O:72]1[CH:76]=[N:75][C:74]([C:77]([NH2:80])([CH3:79])[CH3:78])=[N:73]1, predict the reaction product.